From a dataset of Reaction yield outcomes from USPTO patents with 853,638 reactions. Predict the reaction yield, written as a fraction of the theoretical maximum amount of product (1.0 means a 100% yield; for example, 0.34 means a 34% yield). (1) The reactants are C([O:3][C:4](=[O:14])[C:5]1[C:10]([CH3:11])=[CH:9][CH:8]=[CH:7][C:6]=1[O:12]C)C.[OH-].[Na+].COC1C=CC=C(C)C=1C(O)=O.B(Br)(Br)Br. The catalyst is CCO.O.C(Cl)Cl. The product is [OH:12][C:6]1[CH:7]=[CH:8][CH:9]=[C:10]([CH3:11])[C:5]=1[C:4]([OH:14])=[O:3]. The yield is 1.00. (2) The reactants are [O:1]1[CH2:5][CH:4]=[CH:3][C:2]1=[O:6].S(C1C(C)=CC(O)=C(C(C)(C)C)C=1)C1C(C)=CC(O)=C(C(C)(C)C)C=1.[CH:32]1[O:33][CH:34]=[C:35]2[C:40]=1[CH2:39][CH2:38][CH2:37][CH2:36]2.Cl([O-])(=O)(=O)=O.[Li+]. The product is [O:33]1[CH:34]2[CH:3]3[CH:4]([CH:32]1[C:40]1[CH2:39][CH2:38][CH2:37][CH2:36][C:35]=12)[CH2:5][O:1][C:2]3=[O:6]. The catalyst is CCOCC.C(OCC)(=O)C.O. The yield is 0.490.